This data is from Catalyst prediction with 721,799 reactions and 888 catalyst types from USPTO. The task is: Predict which catalyst facilitates the given reaction. (1) Reactant: O[C:2]1[C:11]2[C:6](=[N:7][CH:8]=[CH:9][CH:10]=2)[N:5]([C:12]2[CH:17]=[CH:16][CH:15]=[CH:14][CH:13]=2)[C:4](=[O:18])[C:3]=1[C:19](=O)[CH2:20][CH2:21][C:22]1[CH:27]=[CH:26][C:25]([C:28]#[N:29])=[CH:24][CH:23]=1.O.[NH2:32][NH2:33]. Product: [C:28]([C:25]1[CH:26]=[CH:27][C:22]([CH2:21][CH2:20][C:19]2[C:3]3[C:4](=[O:18])[N:5]([C:12]4[CH:17]=[CH:16][CH:15]=[CH:14][CH:13]=4)[C:6]4[N:7]=[CH:8][CH:9]=[CH:10][C:11]=4[C:2]=3[NH:33][N:32]=2)=[CH:23][CH:24]=1)#[N:29]. The catalyst class is: 3. (2) Reactant: [Cl:1][C:2]1[CH:3]=[CH:4][C:5]2[N:11]3[C:12]([C:15]([F:18])([F:17])[F:16])=[N:13][N:14]=[C:10]3[CH:9]([CH2:19][C:20]3[S:21][C:22]([CH2:25][CH2:26][C:27]([O:29]C)=[O:28])=[CH:23][N:24]=3)[CH2:8][CH:7]([C:31]3[CH:36]=[CH:35][CH:34]=[C:33]([O:37][CH3:38])[C:32]=3[O:39][CH3:40])[C:6]=2[CH:41]=1.C(=O)([O-])[O-].[K+].[K+].Cl. Product: [Cl:1][C:2]1[CH:3]=[CH:4][C:5]2[N:11]3[C:12]([C:15]([F:17])([F:16])[F:18])=[N:13][N:14]=[C:10]3[C@@H:9]([CH2:19][C:20]3[S:21][C:22]([CH2:25][CH2:26][C:27]([OH:29])=[O:28])=[CH:23][N:24]=3)[CH2:8][C@H:7]([C:31]3[CH:36]=[CH:35][CH:34]=[C:33]([O:37][CH3:38])[C:32]=3[O:39][CH3:40])[C:6]=2[CH:41]=1. The catalyst class is: 193. (3) Reactant: C([Li])CCC.Br[C:7]1[CH:16]=[C:15]2[C:10]([CH:11]=[CH:12][CH:13]=[N:14]2)=[CH:9][C:8]=1[O:17][CH3:18].[B:19](OC(C)C)([O:24]C(C)C)[O:20]C(C)C. Product: [CH3:18][O:17][C:8]1[CH:9]=[C:10]2[C:15](=[CH:16][C:7]=1[B:19]([OH:24])[OH:20])[N:14]=[CH:13][CH:12]=[CH:11]2. The catalyst class is: 1. (4) Reactant: [O:1]1[C:5]2[CH:6]=[CH:7][CH:8]=[CH:9][C:4]=2[N:3]=[C:2]1[N:10]([CH2:23][C:24]1[CH:29]=[CH:28][CH:27]=[C:26]([OH:30])[CH:25]=1)[CH2:11][CH2:12][CH2:13][O:14][C:15]1[CH:20]=[CH:19][C:18]([O:21][CH3:22])=[CH:17][CH:16]=1.C(=O)([O-])[O-].[K+].[K+].FC(F)(F)S(O[C@@H:43]([CH2:51][CH3:52])[C:44]([O:46][CH2:47][CH2:48][CH2:49][CH3:50])=[O:45])(=O)=O.O. Product: [O:1]1[C:5]2[CH:6]=[CH:7][CH:8]=[CH:9][C:4]=2[N:3]=[C:2]1[N:10]([CH2:23][C:24]1[CH:25]=[C:26]([CH:27]=[CH:28][CH:29]=1)[O:30][C@H:43]([CH2:51][CH3:52])[C:44]([O:46][CH2:47][CH2:48][CH2:49][CH3:50])=[O:45])[CH2:11][CH2:12][CH2:13][O:14][C:15]1[CH:20]=[CH:19][C:18]([O:21][CH3:22])=[CH:17][CH:16]=1. The catalyst class is: 10. (5) Reactant: C(OC(=O)[NH:7][C@H:8]([C:13]([N:15]1[CH2:19][CH:18]=[CH:17][C@H:16]1[C:20]#[N:21])=[O:14])[C:9]([CH3:12])([CH3:11])[CH3:10])(C)(C)C.FC(F)(F)C(O)=O. Product: [NH2:7][C@@H:8]([C:9]([CH3:12])([CH3:11])[CH3:10])[C:13]([N:15]1[CH2:19][CH:18]=[CH:17][C@H:16]1[C:20]#[N:21])=[O:14]. The catalyst class is: 4. (6) Reactant: [NH:1]1[C:9]2[C:4](=[CH:5][CH:6]=[CH:7][CH:8]=2)[CH2:3][CH2:2]1.Br[CH2:11][CH2:12][CH2:13][CH2:14][C:15]([O:17][CH2:18][CH3:19])=[O:16].C(=O)([O-])[O-].[K+].[K+].[I-].[Na+]. Product: [N:1]1([CH2:11][CH2:12][CH2:13][CH2:14][C:15]([O:17][CH2:18][CH3:19])=[O:16])[C:9]2[C:4](=[CH:5][CH:6]=[CH:7][CH:8]=2)[CH2:3][CH2:2]1. The catalyst class is: 18. (7) Reactant: C(O)(=O)C(O)=O.[C:7]([O:11][C:12]([N:14]1[CH2:20][C:16]2([NH:19][CH2:18][CH2:17]2)[CH2:15]1)=[O:13])([CH3:10])([CH3:9])[CH3:8].C(N(CC)CC)C.[F:28][C:29]1[CH:34]=[CH:33][C:32]([S:35](Cl)(=[O:37])=[O:36])=[CH:31][CH:30]=1. Product: [F:28][C:29]1[CH:34]=[CH:33][C:32]([S:35]([N:19]2[C:16]3([CH2:15][N:14]([C:12]([O:11][C:7]([CH3:10])([CH3:8])[CH3:9])=[O:13])[CH2:20]3)[CH2:17][CH2:18]2)(=[O:37])=[O:36])=[CH:31][CH:30]=1. The catalyst class is: 4. (8) Product: [C:1]([O:5][C:6](=[O:24])[NH:7][CH2:8][C:9]1[CH:14]=[C:13]([O:15][CH:16]2[CH2:20][CH2:19][O:18][CH2:17]2)[CH:12]=[CH:11][C:10]=1[NH2:21])([CH3:4])([CH3:2])[CH3:3]. Reactant: [C:1]([O:5][C:6](=[O:24])[NH:7][CH2:8][C:9]1[CH:14]=[C:13]([O:15][CH:16]2[CH2:20][CH2:19][O:18][CH2:17]2)[CH:12]=[CH:11][C:10]=1[N+:21]([O-])=O)([CH3:4])([CH3:3])[CH3:2].[Cl-].[NH4+].C(O)C. The catalyst class is: 150. (9) Reactant: C(N(CC)CC)C.Cl.[CH3:9][O:10][C:11](=[O:14])[CH2:12][NH2:13].[C:15]1([C:24]2[CH:29]=[CH:28][CH:27]=[CH:26][CH:25]=2)[CH:20]=[CH:19][C:18]([C:21](Cl)=[O:22])=[CH:17][CH:16]=1.O. Product: [CH3:9][O:10][C:11](=[O:14])[CH2:12][NH:13][C:21]([C:18]1[CH:19]=[CH:20][C:15]([C:24]2[CH:25]=[CH:26][CH:27]=[CH:28][CH:29]=2)=[CH:16][CH:17]=1)=[O:22]. The catalyst class is: 4. (10) Reactant: [Br:1][C:2]1[CH:3]=[C:4]2[C:8](=[CH:9][CH:10]=1)[C:7](=O)[NH:6][C:5]2=O.CSC.B. Product: [Br:1][C:2]1[CH:3]=[C:4]2[C:8](=[CH:9][CH:10]=1)[CH2:7][NH:6][CH2:5]2. The catalyst class is: 1.